This data is from Experimentally validated miRNA-target interactions with 360,000+ pairs, plus equal number of negative samples. The task is: Binary Classification. Given a miRNA mature sequence and a target amino acid sequence, predict their likelihood of interaction. (1) The miRNA is hsa-miR-4271 with sequence GGGGGAAGAAAAGGUGGGG. The protein sequence of the target gene is MDPAGAADPSVPPNPLTHLSLQDRSEMQLQSEADRRSLPGTWTRSSPEHTTILRGGVRRCLQQQCEQTVRILHAKVAQKSYGNEKRFFCPPPCVYLSGPGWRVKPGQDQAHQAGETGPTVCGYMGLDSASGSATETQKLNFEQQPDSREFGCAKTLYISDADKRKHFRLVLRLVLRGGRELGTFHSRLIKVISKPSQKKQSLKNTDLCISSGSKVSLFNRLRSQTVSTRYLSVEDGAFVASARQWAAFTLHLADGHSAQGDFPPREGYVRYGSLVQLVCTVTGITLPPMIIRKVAKQCAL.... Result: 1 (interaction). (2) The miRNA is hsa-miR-4284 with sequence GGGCUCACAUCACCCCAU. The protein sequence of the target gene is MAKKTYDLLFKLLLIGDSGVGKTCVLFRFSDDAFNTTFISTIGIDFKIKTVELQGKKIKLQIWDTAGQERFHTITTSYYRGAMGIMLVYDITNGKSFENISKWLRNIDEHANEDVERMLLGNKCDMDDKRVVPKGKGEQIAREHGIRFFETSAKANINIEKAFLTLAEDILRKTPVKEPNSENVDISSGGGVTGWKSKCC. Result: 1 (interaction). (3) The miRNA is hsa-miR-328-5p with sequence GGGGGGGCAGGAGGGGCUCAGGG. The protein sequence of the target gene is MASCSFSGHQALRRLRASAAAAASAALAAVATTPLLSSGTRTALIGTGSSCPGAMWLSTATGSRSDSESEEEDLPVGDEVCKRGYLRKQKHGHRRYFVLKLETADAPARLEYYRNARKFRHSVRAAAAAAEAAASGAAVPALIPPRRVIILYQCFSVSQRADARYRHLIALFTQDEYFAMVAENESEQESWYLLLSRLILESKRRRCGTLGALPDGEPAALAAAAAAEPPFYKDVWQVVVKPRGLGHRKELSGVFRLCLTDEEVVFVRLNTEVASVVVQLLSIRRCGHSEQYFFLEVGRS.... Result: 0 (no interaction). (4) The miRNA is hsa-miR-155-5p with sequence UUAAUGCUAAUCGUGAUAGGGGUU. The protein sequence of the target gene is MDQPQFSGAPRFLTRPKAFVVSVGKDATLSCQIVGNPTPQVSWEKDQQPVAAGARFRLAQDGDLYRLTILDLALGDSGQYVCRARNAIGEAFAAVGLQVDAEAACAEQAPHFLLRPTSIRVREGSEATFRCRVGGSPRPAVSWSKDGRRLGEPDGPRVRVEELGEASALRIRAARPRDGGTYEVRAENPLGAASAAAALVVDSDAADTASRPGTSTAALLAHLQRRREAMRAEGAPASPPSTGTRTCTVTEGKHARLSCYVTGEPKPETVWKKDGQLVTEGRRHVVYEDAQENFVLKILF.... Result: 1 (interaction). (5) The miRNA is mmu-miR-190b-5p with sequence UGAUAUGUUUGAUAUUGGGUUG. The protein sequence of the target gene is MFLFSRKTRTPISTYSDSYRAPTSIKEVYKDPPLCAWEANKFLTPGLTHTMERHVDPEALQKMAKCAVQDYTYRGSISGHPYLPEKYWLSQEEADKCSPNYLGSDWYNTWRMEPYNSSCCNKYTTYLPRLPKEARMETAVRGMPLECPPRPERLNAYEREVMVNMLNSLSRNQQLPRITPRCGCVDPLPGRLPFHGYESACSGRHYCLRGMDYYASGAPCTDRRLRPWCREQPTMCTSLRAPARNAVCCYNSPAVILPISEP. Result: 0 (no interaction). (6) The miRNA is hsa-miR-572 with sequence GUCCGCUCGGCGGUGGCCCA. The protein sequence of the target gene is MMSSVSTESKLQQAVSLQGVDPETCMIVFKNHWAQVVKILEKHDPLKNTQAKYGSIPPDEASAVQNYVEHMLFLLIEEQAKDAAMGPILEFVVSENIMEKLFLWSLRREFTDETKIEQLKMYEMLVTQSHQPLLHHKPILKPLMMLLSSCSGTTTPTVEEKLVVLLNQLCSILAKDPSILELFFHTSEDQGAANFLIFSLLIPFIHREGSVGQQARDALLFIMSLSAENTMVAHHIVENTYFCPVLATGLSGLYSSLPTKLEEKGEEWHCLLKDDWLLLPSLVQFMNSLEFCNAVIQVAH.... Result: 0 (no interaction).